From a dataset of Forward reaction prediction with 1.9M reactions from USPTO patents (1976-2016). Predict the product of the given reaction. Given the reactants [Cl:1][C:2]1[CH:3]=[C:4]([C:12]2[N:16]=[C:15]([C:17]3[CH:18]=[C:19]4[C:23](=[CH:24][CH:25]=3)[N:22]([CH:26]3[CH2:30][CH2:29][CH:28]([C:31]([O:33]C)=[O:32])[CH2:27]3)[CH:21]=[CH:20]4)[O:14][N:13]=2)[CH:5]=[CH:6][C:7]=1[O:8][CH:9]([CH3:11])[CH3:10].[OH-].[Na+].Cl, predict the reaction product. The product is: [Cl:1][C:2]1[CH:3]=[C:4]([C:12]2[N:16]=[C:15]([C:17]3[CH:18]=[C:19]4[C:23](=[CH:24][CH:25]=3)[N:22]([CH:26]3[CH2:30][CH2:29][CH:28]([C:31]([OH:33])=[O:32])[CH2:27]3)[CH:21]=[CH:20]4)[O:14][N:13]=2)[CH:5]=[CH:6][C:7]=1[O:8][CH:9]([CH3:11])[CH3:10].